From a dataset of Acute oral toxicity (LD50) regression data from Zhu et al.. Regression/Classification. Given a drug SMILES string, predict its toxicity properties. Task type varies by dataset: regression for continuous values (e.g., LD50, hERG inhibition percentage) or binary classification for toxic/non-toxic outcomes (e.g., AMES mutagenicity, cardiotoxicity, hepatotoxicity). Dataset: ld50_zhu. (1) The molecule is N#Cc1cc([N+](=O)[O-])ccc1Cl. The rat oral LD50 is 1.76, given as -log10 of the dose in mol/kg body weight (higher means more acutely toxic). (2) The compound is Cc1noc(NS(=O)(=O)c2ccc(N)cc2)c1C. The rat oral LD50 is 1.43, given as -log10 of the dose in mol/kg body weight (higher means more acutely toxic). (3) The drug is Oc1c(Cl)cnc(Cl)c1Cl. The rat oral LD50 is 3.40, given as -log10 of the dose in mol/kg body weight (higher means more acutely toxic). (4) The compound is CCCCOC(=O)C=CC(=O)OCCCC. The rat oral LD50 is 1.79, given as -log10 of the dose in mol/kg body weight (higher means more acutely toxic). (5) The molecule is S=C=Nc1ccc(Br)cc1. The rat oral LD50 is 2.73, given as -log10 of the dose in mol/kg body weight (higher means more acutely toxic). (6) The compound is CCCOC(C1=NCCCN1)c1ccccc1. The rat oral LD50 is 2.57, given as -log10 of the dose in mol/kg body weight (higher means more acutely toxic). (7) The molecule is Cc1ccc2c(c1)CC(=O)c1cc(C(C)C(=O)O)ccc1O2. The rat oral LD50 is 3.30, given as -log10 of the dose in mol/kg body weight (higher means more acutely toxic). (8) The compound is CC=Cc1ccc(OC)cc1. The rat oral LD50 is 1.85, given as -log10 of the dose in mol/kg body weight (higher means more acutely toxic).